Dataset: Full USPTO retrosynthesis dataset with 1.9M reactions from patents (1976-2016). Task: Predict the reactants needed to synthesize the given product. (1) Given the product [Cl:17][C:14]1[CH:15]=[CH:16][C:11]([C:10]2[C:2]([O:21][CH2:20][C:19]([F:23])([F:22])[F:18])=[N:3][CH:4]=[C:5]([CH:9]=2)[C:6]([OH:8])=[O:7])=[CH:12][CH:13]=1, predict the reactants needed to synthesize it. The reactants are: Cl[C:2]1[C:10]([C:11]2[CH:16]=[CH:15][C:14]([Cl:17])=[CH:13][CH:12]=2)=[CH:9][C:5]([C:6]([OH:8])=[O:7])=[CH:4][N:3]=1.[F:18][C:19]([F:23])([F:22])[CH2:20][OH:21]. (2) Given the product [CH2:6]([O:8][C:9](=[O:12])[CH:10]=[C:4]([NH2:5])[CH:1]1[CH2:3][CH2:2]1)[CH3:7], predict the reactants needed to synthesize it. The reactants are: [CH:1]1([C:4]#[N:5])[CH2:3][CH2:2]1.[CH2:6]([O:8][C:9](=[O:12])[CH2:10]Br)[CH3:7]. (3) Given the product [Cl:1][C:2]1[CH:3]=[C:4]([NH:9][C:10](=[O:38])[CH2:11][C:12]2[CH:17]=[CH:16][C:15]([C:18]3[CH:23]=[C:22]([O:24][CH2:25][CH3:26])[C:21](=[O:27])[NH:20][CH:19]=3)=[CH:14][C:13]=2[F:37])[CH:5]=[CH:6][C:7]=1[Cl:8], predict the reactants needed to synthesize it. The reactants are: [Cl:1][C:2]1[CH:3]=[C:4]([NH:9][C:10](=[O:38])[CH2:11][C:12]2[CH:17]=[CH:16][C:15]([C:18]3[CH:19]=[N:20][C:21]([O:27]CC4C=CC(OC)=CC=4)=[C:22]([O:24][CH2:25][CH3:26])[CH:23]=3)=[CH:14][C:13]=2[F:37])[CH:5]=[CH:6][C:7]=1[Cl:8].Cl.